From a dataset of Forward reaction prediction with 1.9M reactions from USPTO patents (1976-2016). Predict the product of the given reaction. (1) Given the reactants [Cl:1][C:2]1[CH:20]=[C:6]([C:7]([NH:9][CH2:10][CH2:11][CH2:12][CH2:13][CH2:14][CH2:15][CH2:16][C:17]([OH:19])=[O:18])=[O:8])[C:5]([OH:21])=[CH:4][CH:3]=1.[OH-].[Na+:23], predict the reaction product. The product is: [Cl:1][C:2]1[CH:20]=[C:6]([C:7]([NH:9][CH2:10][CH2:11][CH2:12][CH2:13][CH2:14][CH2:15][CH2:16][C:17]([O-:19])=[O:18])=[O:8])[C:5]([OH:21])=[CH:4][CH:3]=1.[Na+:23]. (2) Given the reactants Br[C:2]1[N:31]=[CH:30][C:5]2=[N:6][C:7]([NH:26][CH:27]3[CH2:29][CH2:28]3)=[C:8]([N:10]3[CH2:15][CH2:14][CH:13]([C@@H:16]([C:18]4[CH:23]=[CH:22][C:21]([F:24])=[CH:20][C:19]=4[F:25])[F:17])[CH2:12][CH2:11]3)[N:9]=[C:4]2[CH:3]=1.[C:32]([Zn]C#N)#[N:33], predict the reaction product. The product is: [CH:27]1([NH:26][C:7]2[N:6]=[C:5]3[CH:30]=[N:31][C:2]([C:32]#[N:33])=[CH:3][C:4]3=[N:9][C:8]=2[N:10]2[CH2:11][CH2:12][CH:13]([C@@H:16]([C:18]3[CH:23]=[CH:22][C:21]([F:24])=[CH:20][C:19]=3[F:25])[F:17])[CH2:14][CH2:15]2)[CH2:28][CH2:29]1. (3) Given the reactants CS(C)=O.C(Cl)(=O)C(Cl)=O.[CH2:11]([C:13]1[CH:18]=[CH:17][CH:16]=[C:15]([CH2:19][CH3:20])[C:14]=1[C:21]1[N:26]=[C:25]([CH3:27])[C:24]([CH:28]([CH:30]2[C:39]3[C:34](=[CH:35][CH:36]=[CH:37][CH:38]=3)[CH2:33][CH2:32][CH2:31]2)[OH:29])=[C:23]([O:40][CH3:41])[CH:22]=1)[CH3:12].C(N(CC)CC)C, predict the reaction product. The product is: [CH2:19]([C:15]1[CH:16]=[CH:17][CH:18]=[C:13]([CH2:11][CH3:12])[C:14]=1[C:21]1[N:26]=[C:25]([CH3:27])[C:24]([C:28]([CH:30]2[C:39]3[C:34](=[CH:35][CH:36]=[CH:37][CH:38]=3)[CH2:33][CH2:32][CH2:31]2)=[O:29])=[C:23]([O:40][CH3:41])[CH:22]=1)[CH3:20]. (4) The product is: [O:19]=[C:7]1[N:8]([C:9]2[CH:14]=[CH:13][CH:12]=[C:11]([C:15]([F:17])([F:18])[F:16])[CH:10]=2)[C:3]2[CH2:2][NH:40][C:32](=[O:34])[C:4]=2[CH:5]([C:20]2[CH:25]=[CH:24][C:23]([C:26]#[N:27])=[CH:22][C:21]=2[S:28]([CH3:31])(=[O:30])=[O:29])[NH:6]1. Given the reactants Br[CH2:2][C:3]1[N:8]([C:9]2[CH:14]=[CH:13][CH:12]=[C:11]([C:15]([F:18])([F:17])[F:16])[CH:10]=2)[C:7](=[O:19])[NH:6][CH:5]([C:20]2[CH:25]=[CH:24][C:23]([C:26]#[N:27])=[CH:22][C:21]=2[S:28]([CH3:31])(=[O:30])=[O:29])[C:4]=1[C:32]([O:34]CC)=O.N.C(#[N:40])C.O, predict the reaction product. (5) Given the reactants [CH:1]([NH:4][CH:5]([CH3:7])[CH3:6])([CH3:3])[CH3:2].[C:8]([NH:15][CH2:16][CH2:17][C:18](O)=[O:19])([O:10][C:11]([CH3:14])([CH3:13])[CH3:12])=[O:9].C(N(CC)CC)C.[I-].ClC1C=CC=C[N+]=1C, predict the reaction product. The product is: [C:11]([O:10][C:8]([NH:15][CH2:16][CH2:17][C:18]([N:4]([CH:5]([CH3:7])[CH3:6])[CH:1]([CH3:3])[CH3:2])=[O:19])=[O:9])([CH3:14])([CH3:13])[CH3:12]. (6) Given the reactants [Cl:1][C:2]1[CH:3]=[C:4]([CH:9]2[CH2:12][C:11]3([CH2:17][CH2:16][NH:15][CH2:14][CH:13]3[CH3:18])[CH2:10]2)[CH:5]=[CH:6][C:7]=1[F:8].C1([O:25][C:26](=O)[NH:27][C:28]2[O:32][N:31]=[C:30]([CH3:33])[C:29]=2[CH3:34])C=CC=CC=1, predict the reaction product. The product is: [Cl:1][C:2]1[CH:3]=[C:4]([CH:9]2[CH2:10][C:11]3([CH2:17][CH2:16][N:15]([C:26]([NH:27][C:28]4[O:32][N:31]=[C:30]([CH3:33])[C:29]=4[CH3:34])=[O:25])[CH2:14][CH:13]3[CH3:18])[CH2:12]2)[CH:5]=[CH:6][C:7]=1[F:8]. (7) Given the reactants FC(F)(F)S(O[C:7]1[CH2:16][CH2:15][C:14]2[C:9](=[CH:10][CH:11]=[C:12]([C@H:17]3[CH2:26][CH2:25][C@@:19]4([NH:23][C:22](=[O:24])[O:21][CH2:20]4)[CH2:18]3)[CH:13]=2)[CH:8]=1)(=O)=O.[C:29]([C:31]1[CH:36]=[CH:35][C:34]([O:37][CH3:38])=[CH:33][CH:32]=1)#[CH:30], predict the reaction product. The product is: [CH3:38][O:37][C:34]1[CH:35]=[CH:36][C:31]([C:29]#[C:30][C:7]2[CH2:16][CH2:15][C:14]3[CH:13]=[C:12]([C@H:17]4[CH2:26][CH2:25][C@@:19]5([NH:23][C:22](=[O:24])[O:21][CH2:20]5)[CH2:18]4)[CH:11]=[CH:10][C:9]=3[CH:8]=2)=[CH:32][CH:33]=1. (8) Given the reactants [Br:1][C:2]1[CH:7]=[C:6]([N+:8]([O-])=O)[C:5]([NH2:11])=[C:4]([O:12][CH3:13])[CH:3]=1, predict the reaction product. The product is: [Br:1][C:2]1[CH:7]=[C:6]([NH2:8])[C:5]([NH2:11])=[C:4]([O:12][CH3:13])[CH:3]=1.